Task: Regression. Given a peptide amino acid sequence and an MHC pseudo amino acid sequence, predict their binding affinity value. This is MHC class I binding data.. Dataset: Peptide-MHC class I binding affinity with 185,985 pairs from IEDB/IMGT (1) The peptide sequence is RTLNAWVKLI. The MHC is Mamu-A01 with pseudo-sequence Mamu-A01. The binding affinity (normalized) is 0.244. (2) The peptide sequence is PQPFPSQQPY. The MHC is HLA-B08:01 with pseudo-sequence HLA-B08:01. The binding affinity (normalized) is 0. (3) The peptide sequence is LLLCLIFLLV. The MHC is HLA-A31:01 with pseudo-sequence HLA-A31:01. The binding affinity (normalized) is 0.453. (4) The peptide sequence is IDETCEHEY. The MHC is HLA-A01:01 with pseudo-sequence HLA-A01:01. The binding affinity (normalized) is 0.140.